From a dataset of Reaction yield outcomes from USPTO patents with 853,638 reactions. Predict the reaction yield, written as a fraction of the theoretical maximum amount of product (1.0 means a 100% yield; for example, 0.34 means a 34% yield). The reactants are [O:1]1[CH:5]=[CH:4][CH:3]=[C:2]1[C:6](Cl)=[O:7].[F:9][C:10]1[CH:36]=[CH:35][C:13]([CH2:14][N:15]2[C:24]3[C:19](=[CH:20][C:21]([CH3:25])=[CH:22][CH:23]=3)[C:18]([N:26]3[CH2:31][CH2:30][NH:29][CH2:28][CH2:27]3)=[C:17]([C:32]#[N:33])[C:16]2=[O:34])=[CH:12][CH:11]=1. The catalyst is N1C=CC=CC=1. The product is [F:9][C:10]1[CH:11]=[CH:12][C:13]([CH2:14][N:15]2[C:24]3[C:19](=[CH:20][C:21]([CH3:25])=[CH:22][CH:23]=3)[C:18]([N:26]3[CH2:31][CH2:30][N:29]([C:6]([C:2]4[O:1][CH:5]=[CH:4][CH:3]=4)=[O:7])[CH2:28][CH2:27]3)=[C:17]([C:32]#[N:33])[C:16]2=[O:34])=[CH:35][CH:36]=1. The yield is 0.850.